Dataset: Forward reaction prediction with 1.9M reactions from USPTO patents (1976-2016). Task: Predict the product of the given reaction. Given the reactants [H-].[Na+].[Si:3]([O:10][CH:11]1[CH2:14][N:13]([CH2:15][C@H:16]([OH:21])[C:17]([O:19][CH3:20])=[O:18])[CH2:12]1)([C:6]([CH3:9])([CH3:8])[CH3:7])([CH3:5])[CH3:4].Cl[C:23]1[N:28]=[CH:27][N:26]=[C:25]2[N:29]([C:32]3[C:37]([Cl:38])=[CH:36][CH:35]=[CH:34][C:33]=3[Cl:39])[N:30]=[CH:31][C:24]=12.C(O)(=O)CC(CC(O)=O)(C(O)=O)O, predict the reaction product. The product is: [Si:3]([O:10][CH:11]1[CH2:14][N:13]([CH2:15][C@H:16]([O:21][C:23]2[N:28]=[CH:27][N:26]=[C:25]3[N:29]([C:32]4[C:37]([Cl:38])=[CH:36][CH:35]=[CH:34][C:33]=4[Cl:39])[N:30]=[CH:31][C:24]=23)[C:17]([O:19][CH3:20])=[O:18])[CH2:12]1)([C:6]([CH3:9])([CH3:8])[CH3:7])([CH3:5])[CH3:4].